Task: Predict the product of the given reaction.. Dataset: Forward reaction prediction with 1.9M reactions from USPTO patents (1976-2016) (1) Given the reactants [S:1]1[CH:5]=[C:4]([CH2:6][N:7]2[C:15]3[C:10](=[CH:11][C:12]([NH:16][C:17]4[C:26]5[C:21](=[CH:22][CH:23]=[CH:24][C:25]=5[O:27][C@@H:28]([CH3:33])[C:29]([O:31]C)=O)[N:20]=[CH:19][N:18]=4)=[CH:13][CH:14]=3)[CH:9]=[N:8]2)[N:3]=[CH:2]1.[NH:34]1[CH2:38][CH2:37][CH2:36][CH2:35]1, predict the reaction product. The product is: [CH3:33][C@H:28]([O:27][C:25]1[CH:24]=[CH:23][CH:22]=[C:21]2[C:26]=1[C:17]([NH:16][C:12]1[CH:11]=[C:10]3[C:15](=[CH:14][CH:13]=1)[N:7]([CH2:6][C:4]1[N:3]=[CH:2][S:1][CH:5]=1)[N:8]=[CH:9]3)=[N:18][CH:19]=[N:20]2)[C:29](=[O:31])[N:34]1[CH2:38][CH2:37][CH2:36][CH2:35]1. (2) Given the reactants [CH3:1][O:2][C:3]1[CH:4]=[C:5]2[C:10](=[CH:11][CH:12]=1)[C:9]([Cl:13])=[N:8][CH:7]=[CH:6]2.[Br:14]N1C(=O)CCC1=O, predict the reaction product. The product is: [Br:14][C:4]1[C:3]([O:2][CH3:1])=[CH:12][CH:11]=[C:10]2[C:5]=1[CH:6]=[CH:7][N:8]=[C:9]2[Cl:13].